From a dataset of hERG potassium channel inhibition data for cardiac toxicity prediction from Karim et al.. Regression/Classification. Given a drug SMILES string, predict its toxicity properties. Task type varies by dataset: regression for continuous values (e.g., LD50, hERG inhibition percentage) or binary classification for toxic/non-toxic outcomes (e.g., AMES mutagenicity, cardiotoxicity, hepatotoxicity). Dataset: herg_karim. (1) The compound is COc1ccc(C23CC2CN(CCCSc2nnc(-c4ocnc4C)n2C)C3)cc1. The result is 1 (blocker). (2) The molecule is N#Cc1ccc2cc1Oc1ccc(Br)c(c1)CN1CC[C@@H](NCc3cncn3C2)C1=O. The result is 1 (blocker). (3) The drug is CC(C)(F)COc1ccc2c(c1)[C@]1(COC(N)=N1)c1cc(-c3cncnc3)ccc1O2. The result is 1 (blocker). (4) The molecule is CCc1nc2ccccc2c(=O)n1-c1ccc(OCCCN2CCCC2)cc1. The result is 1 (blocker). (5) The molecule is CCN1CCN(c2cc3[nH]c(SC4(C)CCC(N5CCCC5=O)CC4)nc3cc2Cl)CC1. The result is 0 (non-blocker). (6) The compound is CN(C)C(=O)N1CC(c2cc(F)ccc2F)=C[C@@]1(CC[C@@H](N)C(F)F)c1ccccc1. The result is 0 (non-blocker). (7) The molecule is COc1c(N2CCC(C(N)CC#N)C2)c(F)cc2c(=O)c(C(=O)O)cn(C3CC3)c12. The result is 0 (non-blocker).